From a dataset of Catalyst prediction with 721,799 reactions and 888 catalyst types from USPTO. Predict which catalyst facilitates the given reaction. (1) Reactant: [N:1]1[CH:6]=[C:5]([CH2:7][NH:8][C:9]2[CH:10]=[C:11]([CH2:15][OH:16])[CH:12]=[CH:13][CH:14]=2)[CH:4]=[N:3][CH:2]=1.[Si:17](Cl)([C:20]([CH3:23])([CH3:22])[CH3:21])([CH3:19])[CH3:18].CCN(C(C)C)C(C)C.ClC(Cl)C.N1C=CC=CC=1.[F:44][C:45]([F:52])([F:51])[CH2:46][S:47](Cl)(=[O:49])=[O:48]. Product: [Si:17]([O:16][CH2:15][C:11]1[CH:10]=[C:9]([N:8]([CH2:7][C:5]2[CH:6]=[N:1][CH:2]=[N:3][CH:4]=2)[S:47]([CH2:46][C:45]([F:52])([F:51])[F:44])(=[O:49])=[O:48])[CH:14]=[CH:13][CH:12]=1)([C:20]([CH3:23])([CH3:22])[CH3:21])([CH3:19])[CH3:18]. The catalyst class is: 288. (2) Reactant: [Cl:1][C:2]1[CH:7]=[CH:6][CH:5]=[CH:4][C:3]=1[C:8]1[C:13]([Cl:14])=[CH:12][C:11]([O:15]C)=[C:10]([C:17]([N:19]2[CH2:24][CH2:23][N:22]([C:25](=[O:32])/[CH:26]=[CH:27]/[CH2:28][N:29]([CH3:31])[CH3:30])[CH2:21][CH2:20]2)=[O:18])[CH:9]=1.B(Br)(Br)Br.C([O-])(O)=O.[Na+]. Product: [Cl:1][C:2]1[CH:7]=[CH:6][CH:5]=[CH:4][C:3]=1[C:8]1[C:13]([Cl:14])=[CH:12][C:11]([OH:15])=[C:10]([C:17]([N:19]2[CH2:24][CH2:23][N:22]([C:25](=[O:32])/[CH:26]=[CH:27]/[CH2:28][N:29]([CH3:30])[CH3:31])[CH2:21][CH2:20]2)=[O:18])[CH:9]=1. The catalyst class is: 2. (3) Reactant: [CH2:1]([C:4]1[C:9]([OH:10])=[CH:8][CH:7]=[CH:6][N:5]=1)[CH2:2][CH3:3].[I:11]I. Product: [I:11][C:6]1[N:5]=[C:4]([CH2:1][CH2:2][CH3:3])[C:9]([OH:10])=[CH:8][CH:7]=1. The catalyst class is: 40. (4) Reactant: CC1C=CC(S(O[CH2:12][C@@H:13]2[O:18][C:17]3[CH:19]=[C:20]([S:24]([CH3:27])(=[O:26])=[O:25])[CH:21]=[C:22]([Cl:23])[C:16]=3[O:15][CH2:14]2)(=O)=O)=CC=1.[CH3:28][NH:29][CH2:30][CH2:31][CH3:32]. Product: [Cl:23][C:22]1[C:16]2[O:15][CH2:14][C@H:13]([CH2:12][N:29]([CH3:28])[CH2:30][CH2:31][CH3:32])[O:18][C:17]=2[CH:19]=[C:20]([S:24]([CH3:27])(=[O:25])=[O:26])[CH:21]=1. The catalyst class is: 10. (5) Reactant: [F:1][C:2]1[CH:7]=[CH:6][C:5]([C:8]2[O:9][C:10]3[CH:20]=[CH:19][C:18]([OH:21])=[CH:17][C:11]=3[C:12]=2[C:13]([O:15][CH3:16])=[O:14])=[CH:4][CH:3]=1.[CH:22](Br)([CH3:24])[CH3:23].C(=O)([O-])[O-].[Cs+].[Cs+].N. Product: [F:1][C:2]1[CH:7]=[CH:6][C:5]([C:8]2[O:9][C:10]3[CH:20]=[CH:19][C:18]([O:21][CH:22]([CH3:24])[CH3:23])=[CH:17][C:11]=3[C:12]=2[C:13]([O:15][CH3:16])=[O:14])=[CH:4][CH:3]=1. The catalyst class is: 60. (6) Reactant: C1(C2C=CC=CC=2)C=CC=CC=1.Cl[C:14]1[C:15](=[O:38])[C:16](=[O:37])[C:17]=1[NH:18][C:19]1[CH:24]=[CH:23][C:22]([Cl:25])=[C:21]([S:26]([N:29]2[CH2:34][CH2:33][N:32]([CH3:35])[CH2:31][CH2:30]2)(=[O:28])=[O:27])[C:20]=1[OH:36].[Cl:39][C:40]1[CH:46]=[C:45]([F:47])[CH:44]=[CH:43][C:41]=1[NH2:42].C(N(CC)CC)C.C(Cl)Cl. Product: [Cl:39][C:40]1[CH:46]=[C:45]([F:47])[CH:44]=[CH:43][C:41]=1[NH:42][C:14]1[C:15](=[O:38])[C:16](=[O:37])[C:17]=1[NH:18][C:19]1[CH:24]=[CH:23][C:22]([Cl:25])=[C:21]([S:26]([N:29]2[CH2:34][CH2:33][N:32]([CH3:35])[CH2:31][CH2:30]2)(=[O:27])=[O:28])[C:20]=1[OH:36]. The catalyst class is: 3. (7) Reactant: [C:1]([C:3]1[CH:4]=[C:5]([CH:28]([CH3:30])[CH3:29])[C:6]2[O:10][C:9]([C:11]3[CH:26]=[CH:25][C:14]([C:15]([NH:17][CH2:18][CH:19]4[CH2:24][CH2:23][NH:22][CH2:21][CH2:20]4)=[O:16])=[CH:13][CH:12]=3)=[N:8][C:7]=2[CH:27]=1)#[N:2].[H-].[Na+].Br[CH2:34][C:35]1[CH:40]=[CH:39][C:38]([C:41]([F:44])([F:43])[F:42])=[CH:37][CH:36]=1. Product: [C:1]([C:3]1[CH:4]=[C:5]([CH:28]([CH3:30])[CH3:29])[C:6]2[O:10][C:9]([C:11]3[CH:12]=[CH:13][C:14]([C:15]([NH:17][CH2:18][CH:19]4[CH2:24][CH2:23][N:22]([CH2:34][C:35]5[CH:36]=[CH:37][C:38]([C:41]([F:42])([F:43])[F:44])=[CH:39][CH:40]=5)[CH2:21][CH2:20]4)=[O:16])=[CH:25][CH:26]=3)=[N:8][C:7]=2[CH:27]=1)#[N:2]. The catalyst class is: 7. (8) Reactant: [CH2:1]([O:3][C:4](=[O:9])[CH2:5][C:6]([CH3:8])=[O:7])[CH3:2].OS(O)(=O)=O.[CH2:15](OC(OCC)OCC)[CH3:16]. The catalyst class is: 8. Product: [CH2:1]([O:3][C:4](=[O:9])[CH:5]=[C:6]([O:7][CH2:15][CH3:16])[CH3:8])[CH3:2].